From a dataset of Reaction yield outcomes from USPTO patents with 853,638 reactions. Predict the reaction yield, written as a fraction of the theoretical maximum amount of product (1.0 means a 100% yield; for example, 0.34 means a 34% yield). The reactants are C(O/[N:5]=[C:6](/[C:8]1[CH:9]=[C:10]([C:15]2([C:18]([O:20][CH3:21])=[O:19])[CH2:17][CH2:16]2)[CH:11]=[CH:12][C:13]=1[OH:14])\[CH3:7])(=O)C.N1C=CC=CC=1.O. The catalyst is CN(C=O)C. The product is [CH3:7][C:6]1[C:8]2[CH:9]=[C:10]([C:15]3([C:18]([O:20][CH3:21])=[O:19])[CH2:17][CH2:16]3)[CH:11]=[CH:12][C:13]=2[O:14][N:5]=1. The yield is 0.820.